From a dataset of Full USPTO retrosynthesis dataset with 1.9M reactions from patents (1976-2016). Predict the reactants needed to synthesize the given product. (1) Given the product [NH2:1][CH2:4][C:5]1[CH:6]=[C:7]([OH:17])[C:8]([C:11]2[CH:16]=[CH:15][CH:14]=[CH:13][CH:12]=2)=[CH:9][CH:10]=1, predict the reactants needed to synthesize it. The reactants are: [N:1]([CH2:4][C:5]1[CH:10]=[CH:9][C:8]([C:11]2[CH:16]=[CH:15][CH:14]=[CH:13][CH:12]=2)=[C:7]([O:17]C)[CH:6]=1)=[N+]=[N-].O.C1C=CC(P(C2C=CC=CC=2)C2C=CC=CC=2)=CC=1.[N-]=[N+]=[N-]. (2) Given the product [CH2:13]([O:20][C:21]1[CH:22]=[CH:23][C:24]([N:27]2[C:2]3=[N:3][CH:4]=[CH:5][CH:6]=[C:7]3[C:8]([CH2:9][CH3:10])=[N:28]2)=[CH:25][CH:26]=1)[C:14]1[CH:15]=[CH:16][CH:17]=[CH:18][CH:19]=1, predict the reactants needed to synthesize it. The reactants are: Cl[C:2]1[C:7]([C:8](=O)[CH2:9][CH3:10])=[CH:6][CH:5]=[CH:4][N:3]=1.Cl.[CH2:13]([O:20][C:21]1[CH:26]=[CH:25][C:24]([NH:27][NH2:28])=[CH:23][CH:22]=1)[C:14]1[CH:19]=[CH:18][CH:17]=[CH:16][CH:15]=1. (3) The reactants are: [H-].[Na+].[C:3]([C:7]1[CH:12]=[CH:11][C:10]([C:13]2[S:14][CH:15]=[C:16]([C:19]([O:21][CH2:22][CH3:23])=[O:20])[C:17]=2[OH:18])=[CH:9][CH:8]=1)([CH3:6])([CH3:5])[CH3:4].[CH3:24][O:25][CH2:26]Cl.[Cl-].[NH4+]. Given the product [C:3]([C:7]1[CH:8]=[CH:9][C:10]([C:13]2[S:14][CH:15]=[C:16]([C:19]([O:21][CH2:22][CH3:23])=[O:20])[C:17]=2[O:18][CH2:24][O:25][CH3:26])=[CH:11][CH:12]=1)([CH3:6])([CH3:4])[CH3:5], predict the reactants needed to synthesize it. (4) Given the product [CH2:9]([O:8][C:6](=[O:7])/[C:5](/[F:11])=[CH:4]\[C:26]1[CH:31]=[CH:30][C:29]([N:32]2[CH:36]=[C:35]([CH3:37])[N:34]=[CH:33]2)=[C:28]([O:38][CH3:39])[CH:27]=1)[CH3:10], predict the reactants needed to synthesize it. The reactants are: C(O[C:4](=O)[CH:5]([F:11])[C:6]([O:8][CH2:9][CH3:10])=[O:7])C.C1COCC1.[H-].[Na+].C(OC(=O)/C=C/[C:26]1[CH:31]=[CH:30][C:29]([N:32]2[CH:36]=[C:35]([CH3:37])[N:34]=[CH:33]2)=[C:28]([O:38][CH3:39])[CH:27]=1)C. (5) Given the product [OH:5][CH:1]([CH2:2][C:13]1([CH:17]=[CH2:18])[CH2:14][CH2:15][CH2:16]1)[CH2:29][C:30]([O:32][CH3:33])=[O:31], predict the reactants needed to synthesize it. The reactants are: [C:1](Cl)(=[O:5])[C:2](Cl)=O.CS(C)=O.C([C:13]1([CH:17](O)[CH3:18])[CH2:16][CH2:15][CH2:14]1)=C.C(N(CC)CC)C.Cl.Br[CH2:29][C:30]([O:32][CH3:33])=[O:31]. (6) Given the product [Cl:1][CH2:8][CH2:37][Cl:39].[ClH:39].[OH:3][C:4]1[CH:5]=[CH:6][C:7]2[C:11]([C:12](=[O:28])[C:13]3[CH:14]=[CH:15][C:16]([O:19][CH2:20][CH2:21][N:22]4[CH2:23][CH2:24][CH2:25][CH2:26][CH2:27]4)=[CH:17][CH:18]=3)=[C:10]([C:29]3[CH:30]=[CH:31][C:32]([OH:35])=[CH:33][CH:34]=3)[S:9][C:8]=2[CH:37]=1, predict the reactants needed to synthesize it. The reactants are: [ClH:1].C[O:3][C:4]1[CH:5]=[CH:6][C:7]2[C:11]([C:12](=[O:28])[C:13]3[CH:18]=[CH:17][C:16]([O:19][CH2:20][CH2:21][N:22]4[CH2:27][CH2:26][CH2:25][CH2:24][CH2:23]4)=[CH:15][CH:14]=3)=[C:10]([C:29]3[CH:34]=[CH:33][C:32]([O:35]C)=[CH:31][CH:30]=3)[S:9][C:8]=2[CH:37]=1.B(Cl)(Cl)[Cl:39].C(O)C.CO. (7) Given the product [CH3:27][C:22]1[CH:23]=[CH:24][CH:25]=[CH:26][C:21]=1[NH:20][C:5]([CH2:13][N:14]1[CH2:19][CH2:18][N:17]([CH3:28])[CH2:16][CH2:15]1)=[O:11], predict the reactants needed to synthesize it. The reactants are: ClC(Cl)(O[C:5](=[O:11])OC(Cl)(Cl)Cl)Cl.[CH3:13][N:14]1[CH2:19][CH2:18][NH:17][CH2:16][CH2:15]1.[NH2:20][C:21]1[C:22]([CH3:27])=[CH:23][CH:24]=[CH:25][CH:26]=1.[CH2:28](N(CC)CC)C.